Dataset: Full USPTO retrosynthesis dataset with 1.9M reactions from patents (1976-2016). Task: Predict the reactants needed to synthesize the given product. Given the product [F:23][C:2]1([F:1])[CH2:7][CH2:6][N:5]([CH2:36][C:35]2[CH:34]=[CH:33][C:32]([C:31]([F:30])([F:40])[F:41])=[CH:39][CH:38]=2)[C@@H:4]([C:8]([NH:10][C@H:11]([C:13]2[CH:22]=[CH:21][C:16]([C:17]([O:19][CH3:20])=[O:18])=[CH:15][CH:14]=2)[CH3:12])=[O:9])[CH2:3]1, predict the reactants needed to synthesize it. The reactants are: [F:1][C:2]1([F:23])[CH2:7][CH2:6][NH:5][C@@H:4]([C:8]([NH:10][C@H:11]([C:13]2[CH:22]=[CH:21][C:16]([C:17]([O:19][CH3:20])=[O:18])=[CH:15][CH:14]=2)[CH3:12])=[O:9])[CH2:3]1.C([O-])([O-])=O.[Cs+].[Cs+].[F:30][C:31]([F:41])([F:40])[C:32]1[CH:39]=[CH:38][C:35]([CH2:36]Br)=[CH:34][CH:33]=1.